This data is from Reaction yield outcomes from USPTO patents with 853,638 reactions. The task is: Predict the reaction yield, written as a fraction of the theoretical maximum amount of product (1.0 means a 100% yield; for example, 0.34 means a 34% yield). (1) The reactants are FC(F)(F)C(O)=O.[Cl:8][C:9]1[C:10]([F:37])=[C:11]([CH:15]2[C:19]([C:22]3[CH:27]=[CH:26][C:25]([Cl:28])=[CH:24][CH:23]=3)([C:20]#[N:21])[CH:18]([CH2:29][C:30]([CH3:33])([CH3:32])[CH3:31])[NH:17][CH:16]2[C:34](O)=[O:35])[CH:12]=[CH:13][CH:14]=1.[NH2:38][C:39]([CH3:43])([CH3:42])[CH2:40][OH:41].CN(C(ON1N=NC2C=CC=NC1=2)=[N+](C)C)C.F[P-](F)(F)(F)(F)F.CCN(C(C)C)C(C)C. The catalyst is C(Cl)Cl. The product is [OH:41][CH2:40][C:39]([NH:38][C:34]([CH:16]1[CH:15]([C:11]2[CH:12]=[CH:13][CH:14]=[C:9]([Cl:8])[C:10]=2[F:37])[C:19]([C:22]2[CH:23]=[CH:24][C:25]([Cl:28])=[CH:26][CH:27]=2)([C:20]#[N:21])[CH:18]([CH2:29][C:30]([CH3:32])([CH3:31])[CH3:33])[NH:17]1)=[O:35])([CH3:43])[CH3:42]. The yield is 0.910. (2) The reactants are Cl[C:2]1[N:7]=[C:6]([C:8]([N:10]2[CH2:15][CH2:14][CH:13]([N:16]3[CH2:20][CH2:19][CH2:18][CH2:17]3)[CH2:12][CH2:11]2)=[O:9])[C:5]([CH3:21])=[CH:4][C:3]=1[C:22]1[CH:27]=[CH:26][CH:25]=[C:24]([C:28]([F:31])([F:30])[F:29])[CH:23]=1.[C:32]([Si:34]([CH3:37])([CH3:36])[CH3:35])#[CH:33]. The catalyst is C(N(CC)CC)C.Cl[Pd](Cl)([P](C1C=CC=CC=1)(C1C=CC=CC=1)C1C=CC=CC=1)[P](C1C=CC=CC=1)(C1C=CC=CC=1)C1C=CC=CC=1.[Cu]I. The product is [CH3:21][C:5]1[C:6]([C:8]([N:10]2[CH2:15][CH2:14][CH:13]([N:16]3[CH2:20][CH2:19][CH2:18][CH2:17]3)[CH2:12][CH2:11]2)=[O:9])=[N:7][C:2]([C:33]#[C:32][Si:34]([CH3:37])([CH3:36])[CH3:35])=[C:3]([C:22]2[CH:27]=[CH:26][CH:25]=[C:24]([C:28]([F:31])([F:30])[F:29])[CH:23]=2)[CH:4]=1. The yield is 0.680. (3) The reactants are [OH:1][CH:2]1[CH2:7][CH:6]2[N:8]([C:9]([O:11][C:12]([CH3:15])([CH3:14])[CH3:13])=[O:10])[CH:3]1[CH2:4][CH2:5]2.[H-].[Na+].Cl[C:19]1[N:24]=[CH:23][C:22]([C:25]([F:28])([F:27])[F:26])=[CH:21][N:20]=1.O. The catalyst is CN(C=O)C. The product is [F:26][C:25]([F:28])([F:27])[C:22]1[CH:21]=[N:20][C:19]([O:1][CH:2]2[CH2:7][CH:6]3[N:8]([C:9]([O:11][C:12]([CH3:15])([CH3:14])[CH3:13])=[O:10])[CH:3]2[CH2:4][CH2:5]3)=[N:24][CH:23]=1. The yield is 0.230. (4) The reactants are [I:1][C:2]1[C:3]([C:7]2[S:8][CH:9]=[CH:10][CH:11]=2)=[N:4][NH:5][CH:6]=1.[H-].[Na+].[CH:14](I)([CH3:16])[CH3:15].IC1C(C2SC=CC=2)=NN(C(C)C)C=1. The catalyst is CN(C)C=O.CC(OC)(C)C.O. The product is [I:1][C:2]1[CH:6]=[N:5][N:4]([CH:14]([CH3:16])[CH3:15])[C:3]=1[C:7]1[S:8][CH:9]=[CH:10][CH:11]=1. The yield is 0.990. (5) The reactants are [CH2:1]([O:3][C:4](=[O:41])[C:5]([CH2:26][CH2:27][CH2:28][CH2:29][C:30]([CH3:40])([CH3:39])[CH2:31][O:32]C1CCCCO1)([CH2:11][CH2:12][CH2:13][CH2:14][C:15]([CH3:25])([CH3:24])[CH2:16][O:17]C1CCCCO1)[C:6]([O:8][CH2:9][CH3:10])=[O:7])[CH3:2].C(O)C. The catalyst is Cl.O. The product is [CH2:9]([O:8][C:6](=[O:7])[C:5]([CH2:26][CH2:27][CH2:28][CH2:29][C:30]([CH3:39])([CH3:40])[CH2:31][OH:32])([CH2:11][CH2:12][CH2:13][CH2:14][C:15]([CH3:24])([CH3:25])[CH2:16][OH:17])[C:4]([O:3][CH2:1][CH3:2])=[O:41])[CH3:10]. The yield is 0.840. (6) The reactants are [C:1]1([C@@H:7]2[CH2:12][O:11][CH2:10][CH2:9][NH:8]2)[CH:6]=[CH:5][CH:4]=[CH:3][CH:2]=1.Br[C:14]1[CH:24]=[CH:23][C:17]2[O:18][CH2:19][C:20](=[O:22])[NH:21][C:16]=2[CH:15]=1.C1(P(C2CCCCC2)C2C=CC=CC=2C2C=CC=CC=2N(C)C)CCCCC1.C[Si]([N-][Si](C)(C)C)(C)C.[Li+]. The catalyst is C(OCC)(=O)C.C1C=CC(/C=C/C(/C=C/C2C=CC=CC=2)=O)=CC=1.C1C=CC(/C=C/C(/C=C/C2C=CC=CC=2)=O)=CC=1.C1C=CC(/C=C/C(/C=C/C2C=CC=CC=2)=O)=CC=1.[Pd].[Pd].O1CCCC1. The product is [C:1]1([C@H:7]2[N:8]([C:14]3[CH:24]=[CH:23][C:17]4[O:18][CH2:19][C:20](=[O:22])[NH:21][C:16]=4[CH:15]=3)[CH2:9][CH2:10][O:11][CH2:12]2)[CH:2]=[CH:3][CH:4]=[CH:5][CH:6]=1. The yield is 0.160. (7) The reactants are N[C@H:2]([C:7]([OH:9])=[O:8])[C:3]([CH3:6])([CH3:5])[CH3:4].N([O-])=[O:11].[Na+]. The catalyst is S(=O)(=O)(O)O.O. The product is [OH:11][C@@H:2]([C:3]([CH3:6])([CH3:5])[CH3:4])[C:7]([OH:9])=[O:8]. The yield is 0.650.